This data is from Forward reaction prediction with 1.9M reactions from USPTO patents (1976-2016). The task is: Predict the product of the given reaction. (1) Given the reactants CN(C(ON1N=NC2C=CC=NC1=2)=[N+](C)C)C.F[P-](F)(F)(F)(F)F.[C:25]([O:29][C:30]([N:32]1[C@@:36]([CH3:40])([C:37]([OH:39])=O)[CH2:35][O:34][C:33]1([CH3:42])[CH3:41])=[O:31])([CH3:28])([CH3:27])[CH3:26].C(N(CC)C(C)C)(C)C.[CH2:52]([O:60][C:61]1[CH:70]=[CH:69][C:64]([C:65]([NH:67][NH2:68])=[O:66])=[CH:63][C:62]=1[C:71]([F:74])([F:73])[F:72])[CH2:53][CH2:54][CH2:55][CH2:56][CH2:57][CH2:58][CH3:59], predict the reaction product. The product is: [CH3:41][C:33]1([CH3:42])[N:32]([C:30]([O:29][C:25]([CH3:26])([CH3:27])[CH3:28])=[O:31])[C@:36]([CH3:40])([C:37]([NH:68][NH:67][C:65](=[O:66])[C:64]2[CH:69]=[CH:70][C:61]([O:60][CH2:52][CH2:53][CH2:54][CH2:55][CH2:56][CH2:57][CH2:58][CH3:59])=[C:62]([C:71]([F:72])([F:74])[F:73])[CH:63]=2)=[O:39])[CH2:35][O:34]1. (2) Given the reactants [Cl:1][C:2]1[CH:16]=[C:15]2[C:5]([C:6]([OH:29])=[C:7]([C:18]([NH:20][CH2:21][C:22]([O:24]C(C)(C)C)=[O:23])=[O:19])[C:8](=[O:17])[C:9]32[CH2:14][CH2:13][O:12][CH2:11][CH2:10]3)=[CH:4][CH:3]=1.C(O)(C(F)(F)F)=O, predict the reaction product. The product is: [Cl:1][C:2]1[CH:16]=[C:15]2[C:5]([C:6]([OH:29])=[C:7]([C:18]([NH:20][CH2:21][C:22]([OH:24])=[O:23])=[O:19])[C:8](=[O:17])[C:9]32[CH2:14][CH2:13][O:12][CH2:11][CH2:10]3)=[CH:4][CH:3]=1. (3) Given the reactants CC([O-])(C)C.[K+].[NH2:7][C:8]1[CH:13]=[CH:12][C:11]([C:14]([N:16]2[CH2:21][CH2:20][O:19][CH2:18][CH2:17]2)=[O:15])=[CH:10][CH:9]=1.[Br:22][C:23]1[CH:24]=[CH:25][C:26](F)=[C:27]([CH:30]=1)[C:28]#[N:29], predict the reaction product. The product is: [Br:22][C:23]1[CH:24]=[CH:25][C:26]([NH:7][C:8]2[CH:9]=[CH:10][C:11]([C:14]([N:16]3[CH2:17][CH2:18][O:19][CH2:20][CH2:21]3)=[O:15])=[CH:12][CH:13]=2)=[C:27]([CH:30]=1)[C:28]#[N:29]. (4) Given the reactants Cl.[Br:2][C:3]1[CH:4]=[CH:5][C:6]([F:27])=[C:7]([C:9]23[CH2:17][O:16][CH2:15][CH:14]2[CH2:13][S:12][C:11]([NH:18]C(=O)C2C=CC=CC=2)=[N:10]3)[CH:8]=1, predict the reaction product. The product is: [Br:2][C:3]1[CH:4]=[CH:5][C:6]([F:27])=[C:7]([C:9]23[CH2:17][O:16][CH2:15][CH:14]2[CH2:13][S:12][C:11]([NH2:18])=[N:10]3)[CH:8]=1. (5) The product is: [F:1][C:2]1[CH:7]=[C:6]([F:8])[CH:5]=[CH:4][C:3]=1[C:9]1[C:10]2[N:11]([CH:24]=[C:25]([CH2:27][OH:28])[N:26]=2)[CH:12]=[C:13]([C:15]2[S:19][C:18]([CH2:20][CH:21]([CH3:22])[CH3:23])=[N:17][CH:16]=2)[CH:14]=1. Given the reactants [F:1][C:2]1[CH:7]=[C:6]([F:8])[CH:5]=[CH:4][C:3]=1[C:9]1[C:10]2[N:11]([CH:24]=[C:25]([C:27](OCC)=[O:28])[N:26]=2)[CH:12]=[C:13]([C:15]2[S:19][C:18]([CH2:20][CH:21]([CH3:23])[CH3:22])=[N:17][CH:16]=2)[CH:14]=1.[H-].[Al+3].[Li+].[H-].[H-].[H-].[OH-].[Na+].O, predict the reaction product. (6) Given the reactants I[C:2]1[CH:11]=[CH:10][CH:9]=[C:8]2[C:3]=1[CH:4]=[CH:5][C:6](Cl)=[N:7]2.[NH2:13][C@H:14]1[C:22]2[C:17](=[CH:18][CH:19]=[CH:20][CH:21]=2)[CH2:16][CH2:15]1.[C:23]1([CH3:32])[CH:28]=[CH:27][CH:26]=[CH:25][C:24]=1B(O)O, predict the reaction product. The product is: [C@H:14]1([NH:13][C:6]2[CH:5]=[CH:4][C:3]3[C:8](=[CH:9][CH:10]=[CH:11][C:2]=3[C:24]3[CH:25]=[CH:26][CH:27]=[CH:28][C:23]=3[CH3:32])[N:7]=2)[C:22]2[C:17](=[CH:18][CH:19]=[CH:20][CH:21]=2)[CH2:16][CH2:15]1. (7) Given the reactants [CH3:1][N:2]1[CH2:7][CH2:6][N:5]([C:8]2[CH:15]=[CH:14][C:11]([CH:12]=O)=[CH:10][CH:9]=2)[CH2:4][CH2:3]1.[NH2:16][C:17]1[N:18]=[N:19][C:20]([CH3:23])=[CH:21][CH:22]=1.C([O:26][C:27](=O)[C:28]([OH:41])=[CH:29][C:30]([C:32]1[CH:37]=[CH:36][C:35]([CH:38]([CH3:40])[CH3:39])=[CH:34][CH:33]=1)=[O:31])C, predict the reaction product. The product is: [OH:41][C:28]1[C:27](=[O:26])[N:16]([C:17]2[N:18]=[N:19][C:20]([CH3:23])=[CH:21][CH:22]=2)[CH:12]([C:11]2[CH:14]=[CH:15][C:8]([N:5]3[CH2:6][CH2:7][N:2]([CH3:1])[CH2:3][CH2:4]3)=[CH:9][CH:10]=2)[C:29]=1[C:30](=[O:31])[C:32]1[CH:37]=[CH:36][C:35]([CH:38]([CH3:40])[CH3:39])=[CH:34][CH:33]=1. (8) The product is: [CH3:21][C@H:4]1[C@H:3]([CH3:22])[C@@H:2]([NH:1][C:24]2[N:29]=[C:28]([CH3:30])[CH:27]=[CH:26][N:25]=2)[C:11]2[C:6](=[CH:7][CH:8]=[C:9]([N:12]3[CH2:13][CH2:14][O:15][CH2:16][CH2:17]3)[CH:10]=2)[N:5]1[C:18](=[O:20])[CH3:19]. Given the reactants [NH2:1][C@H:2]1[C:11]2[C:6](=[CH:7][CH:8]=[C:9]([N:12]3[CH2:17][CH2:16][O:15][CH2:14][CH2:13]3)[CH:10]=2)[N:5]([C:18](=[O:20])[CH3:19])[C@@H:4]([CH3:21])[C@@H:3]1[CH3:22].Br[C:24]1[N:29]=[C:28]([CH3:30])[CH:27]=[CH:26][N:25]=1.CC(C)([O-])C.[Na+].CN(C1C(C2C(P(C3CCCCC3)C3CCCCC3)=CC=CC=2)=CC=CC=1)C, predict the reaction product.